This data is from NCI-60 drug combinations with 297,098 pairs across 59 cell lines. The task is: Regression. Given two drug SMILES strings and cell line genomic features, predict the synergy score measuring deviation from expected non-interaction effect. (1) Drug 1: CC(CN1CC(=O)NC(=O)C1)N2CC(=O)NC(=O)C2. Drug 2: COCCOC1=C(C=C2C(=C1)C(=NC=N2)NC3=CC=CC(=C3)C#C)OCCOC.Cl. Cell line: M14. Synergy scores: CSS=4.10, Synergy_ZIP=-2.52, Synergy_Bliss=-2.15, Synergy_Loewe=-3.96, Synergy_HSA=-3.70. (2) Drug 2: CC(C1=C(C=CC(=C1Cl)F)Cl)OC2=C(N=CC(=C2)C3=CN(N=C3)C4CCNCC4)N. Cell line: LOX IMVI. Synergy scores: CSS=44.2, Synergy_ZIP=5.39, Synergy_Bliss=4.50, Synergy_Loewe=6.62, Synergy_HSA=7.43. Drug 1: CCCS(=O)(=O)NC1=C(C(=C(C=C1)F)C(=O)C2=CNC3=C2C=C(C=N3)C4=CC=C(C=C4)Cl)F.